Dataset: Reaction yield outcomes from USPTO patents with 853,638 reactions. Task: Predict the reaction yield, written as a fraction of the theoretical maximum amount of product (1.0 means a 100% yield; for example, 0.34 means a 34% yield). (1) The reactants are C1(P(C2C=CC=CC=2)C2C=CC=CC=2)C=CC=CC=1.CCOC(/N=N/C(OCC)=O)=O.[OH:32][CH:33]1[CH2:38][CH2:37][N:36]([C:39]([O:41][C:42]([CH3:45])([CH3:44])[CH3:43])=[O:40])[CH2:35][CH2:34]1.[CH3:46][O:47][C:48]1[CH:53]=[C:52]([N+:54]([O-:56])=[O:55])[CH:51]=[CH:50][C:49]=1O. The catalyst is C1COCC1. The product is [CH3:46][O:47][C:48]1[CH:53]=[C:52]([N+:54]([O-:56])=[O:55])[CH:51]=[CH:50][C:49]=1[O:32][CH:33]1[CH2:34][CH2:35][N:36]([C:39]([O:41][C:42]([CH3:45])([CH3:44])[CH3:43])=[O:40])[CH2:37][CH2:38]1. The yield is 0.820. (2) The reactants are [CH2:1]([O:3][C:4]1[CH:5]=[C:6]([N:13]2[CH2:18][CH2:17][N:16]([CH:19]3[CH2:24][CH2:23][N:22]([CH2:25][CH2:26][F:27])[CH2:21][CH2:20]3)[CH2:15][CH2:14]2)[CH:7]=[CH:8][C:9]=1[N+:10]([O-])=O)[CH3:2]. The catalyst is CO.CCOC(C)=O.[Pt]. The product is [CH2:1]([O:3][C:4]1[CH:5]=[C:6]([N:13]2[CH2:18][CH2:17][N:16]([CH:19]3[CH2:24][CH2:23][N:22]([CH2:25][CH2:26][F:27])[CH2:21][CH2:20]3)[CH2:15][CH2:14]2)[CH:7]=[CH:8][C:9]=1[NH2:10])[CH3:2]. The yield is 0.740.